This data is from Forward reaction prediction with 1.9M reactions from USPTO patents (1976-2016). The task is: Predict the product of the given reaction. (1) Given the reactants [F:1][C:2]1[CH:26]=[CH:25][C:5]([CH2:6][CH:7]2[CH2:12][CH2:11][N:10]([C:13](=[O:24])[CH2:14][NH:15][C:16]3[CH:21]=[CH:20][C:19]([O:22]C)=[CH:18][CH:17]=3)[CH2:9][CH2:8]2)=[CH:4][CH:3]=1.B(Br)(Br)Br, predict the reaction product. The product is: [F:1][C:2]1[CH:3]=[CH:4][C:5]([CH2:6][CH:7]2[CH2:12][CH2:11][N:10]([C:13](=[O:24])[CH2:14][NH:15][C:16]3[CH:17]=[CH:18][C:19]([OH:22])=[CH:20][CH:21]=3)[CH2:9][CH2:8]2)=[CH:25][CH:26]=1. (2) Given the reactants [BH4-].[Na+].[OH-].[Na+].O.[CH3:6][C:7]([CH3:14])([C:11](=[O:13])[CH3:12])[C:8](=[O:10])[CH3:9], predict the reaction product. The product is: [CH3:6][C:7]([CH3:14])([CH:11]([OH:13])[CH3:12])[CH:8]([OH:10])[CH3:9]. (3) The product is: [NH2:27][C@H:8]([CH2:7][C:6]1[CH:5]=[CH:4][C:3]([O:2][CH3:1])=[CH:36][CH:35]=1)[C:9]([N:10]1[CH2:11][C:12]([CH2:21][CH2:22][CH2:23][CH2:24][CH3:25])([C:14]2[CH:19]=[CH:18][C:17]([F:20])=[CH:16][CH:15]=2)[CH2:13]1)=[O:26]. Given the reactants [CH3:1][O:2][C:3]1[CH:36]=[CH:35][C:6]([CH2:7][C@@H:8]([NH:27]C(=O)OC(C)(C)C)[C:9](=[O:26])[N:10]2[CH2:13][C:12]([CH2:21][CH2:22][CH2:23][CH2:24][CH3:25])([C:14]3[CH:19]=[CH:18][C:17]([F:20])=[CH:16][CH:15]=3)[CH2:11]2)=[CH:5][CH:4]=1.FC(F)(F)C(O)=O, predict the reaction product. (4) Given the reactants C(OC(=O)[NH:7][C@H:8]([C:21]1[CH:26]=[CH:25][CH:24]=[CH:23][CH:22]=1)[CH2:9][O:10][C:11]1[CH:20]=[CH:19][C:14]2[NH:15][C:16](=[O:18])[NH:17][C:13]=2[CH:12]=1)(C)(C)C.[ClH:28], predict the reaction product. The product is: [ClH:28].[NH2:7][C@H:8]([C:21]1[CH:26]=[CH:25][CH:24]=[CH:23][CH:22]=1)[CH2:9][O:10][C:11]1[CH:20]=[CH:19][C:14]2[NH:15][C:16](=[O:18])[NH:17][C:13]=2[CH:12]=1. (5) Given the reactants Cl[C:2]1[CH:7]=[C:6]([C:8]2[CH:13]=[C:12]([Cl:14])[CH:11]=[CH:10][C:9]=2[O:15]C)[CH:5]=[CH:4][N:3]=1.Cl.[NH:18]1[CH2:21]C[CH2:19]1.C(N(CC)C(C)C)(C)C.CN(C)C(=O)C.[Cl-].[NH4+], predict the reaction product. The product is: [Cl:14][C:12]1[CH:11]=[CH:10][C:9]([OH:15])=[C:8]([C:6]2[CH:5]=[CH:4][N:3]=[C:2]([N:18]([CH3:21])[CH3:19])[CH:7]=2)[CH:13]=1. (6) Given the reactants [CH3:1][C:2]1[N:7]=[CH:6][C:5]([CH2:8]O)=[CH:4][CH:3]=1.S(Cl)([Cl:12])=O, predict the reaction product. The product is: [ClH:12].[Cl:12][CH2:8][C:5]1[CH:4]=[CH:3][C:2]([CH3:1])=[N:7][CH:6]=1. (7) Given the reactants [CH3:16][C:11]1([CH3:17])[C:12]([CH3:15])([CH3:14])[O:13][B:9]([B:9]2[O:13][C:12]([CH3:15])([CH3:14])[C:11]([CH3:17])([CH3:16])[O:10]2)[O:10]1.Br[C:20]1[C:28]2[C:27]([NH:29][CH2:30][CH2:31][CH2:32][CH2:33][CH2:34][C:35]([O:37][CH3:38])=[O:36])=[N:26][CH:25]=[N:24][C:23]=2[O:22][C:21]=1[C:39]1[CH:44]=[CH:43][CH:42]=[CH:41][CH:40]=1.C([O-])(=O)C.[K+].O, predict the reaction product. The product is: [C:39]1([C:21]2[O:22][C:23]3[N:24]=[CH:25][N:26]=[C:27]([NH:29][CH2:30][CH2:31][CH2:32][CH2:33][CH2:34][C:35]([O:37][CH3:38])=[O:36])[C:28]=3[C:20]=2[B:9]2[O:10][C:11]([CH3:16])([CH3:17])[C:12]([CH3:14])([CH3:15])[O:13]2)[CH:40]=[CH:41][CH:42]=[CH:43][CH:44]=1.